The task is: Predict the reaction yield, written as a fraction of the theoretical maximum amount of product (1.0 means a 100% yield; for example, 0.34 means a 34% yield).. This data is from Reaction yield outcomes from USPTO patents with 853,638 reactions. (1) The reactants are [CH3:1][C:2]1[CH:7]=[CH:6][C:5]([S:8]([O:11][CH2:12][CH:13]2[CH2:17][C:16]3[CH:18]=[CH:19][CH:20]=[C:21](Br)[C:15]=3[O:14]2)(=[O:10])=[O:9])=[CH:4][CH:3]=1.[C:23]1(/[CH:29]=[CH:30]/B(O)O)[CH:28]=[CH:27][CH:26]=[CH:25][CH:24]=1.C(=O)([O-])[O-].[K+].[K+]. The catalyst is CC1C=CC=CC=1[P](C1C=CC=CC=1C)([Pd](Cl)(Cl)[P](C1=C(C)C=CC=C1)(C1C=CC=CC=1C)C1C=CC=CC=1C)C1C=CC=CC=1C. The product is [CH3:1][C:2]1[CH:7]=[CH:6][C:5]([S:8]([O:11][CH2:12][CH:13]2[CH2:17][C:16]3[CH:18]=[CH:19][CH:20]=[C:21](/[CH:30]=[CH:29]/[C:23]4[CH:28]=[CH:27][CH:26]=[CH:25][CH:24]=4)[C:15]=3[O:14]2)(=[O:10])=[O:9])=[CH:4][CH:3]=1. The yield is 0.780. (2) The reactants are [CH:1]1([O:6][C:7]2[CH:8]=[C:9]([CH2:12][C:13]3[CH:18]=[CH:17][C:16]([N+:19]([O-])=O)=[CH:15][CH:14]=3)[S:10][CH:11]=2)[CH2:5][CH2:4][CH2:3][CH2:2]1.O.[Sn](Cl)Cl.C(=O)(O)[O-].[Na+].C(OCC)(=O)C. The catalyst is C(O)C. The product is [CH:1]1([O:6][C:7]2[CH:8]=[C:9]([CH2:12][C:13]3[CH:14]=[CH:15][C:16]([NH2:19])=[CH:17][CH:18]=3)[S:10][CH:11]=2)[CH2:2][CH2:3][CH2:4][CH2:5]1. The yield is 0.410.